Task: Binary Classification. Given a miRNA mature sequence and a target amino acid sequence, predict their likelihood of interaction.. Dataset: Experimentally validated miRNA-target interactions with 360,000+ pairs, plus equal number of negative samples (1) The protein sequence of the target gene is MDRAALRAAAMGEKKEGGGGGAAADGGAGAAVSRALQQCGQLQKLIDISIGSLRGLRTKCSVSNDLTQQEIRTLEAKLVKYICKQQQSKLSVTPSDRTAELNSYPRFSDWLYIFNVRPEVVQEIPQELTLDALLEMDEAKAKEMLRRWGASTEECSRLQQALTCLRKVTGLGGEHKMDSGWSSTDARDSSLGPPMDMLSSLGRAGASTQGPRSISVSALPASDSPVPGLSEGLSDSCIPLHTSGRLTPRALHSFITPPTTPQLRRHAKLKPPRTPPPPSRKVFQLLPSFPTLTRSKSHES.... The miRNA is hsa-miR-596 with sequence AAGCCUGCCCGGCUCCUCGGG. Result: 0 (no interaction). (2) The protein sequence of the target gene is MMDFDERGPCSSNMYLPSCTYYVSGPDFSSLPSFLPQTPSSRPMTYSYSSNLPQVQPVREVTFREYAIEPATKWHPRGNLAHCYSAEELVHRDCLQAPSAAGVPGDVLAKSSANVYHHPTPAVSSNFYSTVGRNGVLPQAFDQFFETAYGTPENLASSDYPGDKNAEKGPQAAAATSAAAVAAAATGAPATSSSDGGGGGGCQEAAAEEKERRRRPESSSSPESSSGHTEDKAGGSGGQRTRKKRCPYTKYQIRELEREFFFSVYINKEKRLQLSRMLNLTDRQVKIWFQNRRMKEKKIN.... The miRNA is hsa-miR-4443 with sequence UUGGAGGCGUGGGUUUU. Result: 0 (no interaction). (3) The miRNA is hsa-miR-4691-3p with sequence CCAGCCACGGACUGAGAGUGCAU. The protein sequence of the target gene is MPILLFLIDTSASMNQRTDLGTSYLDIAKGAVELFLKLRARDPASRGDRYMLVTYDEPPYCIKAGWKENHATFMNELKNLQASGLTTLGQALRSSFDLLNLNRLISGIDNYGQGRNPFFLEPSILITITDGNKLTSTASVQEELHLPLNSPLPGSELTKEPFRWDQRLFALVLRLPGVASTEPEQLGSVPSDESAITQMCEVTGGRSYCVRTQRMLNQCLESLVQKVQSGVVINFEKTGPDPLPVGEDTLMELCRPSNLFAAQPWHSCHKLIYVRPNSKTGVPVGHWPIPESFWPEQNLP.... Result: 0 (no interaction). (4) The miRNA is hsa-miR-6766-5p with sequence CGGGUGGGAGCAGAUCUUAUUGAG. The protein sequence of the target gene is MKRRNADCSKLRRPLKRNRITEGIYGSTFLYLKFLVVWALVLLADFVLEFRFEYLWPFWLFIRSVYDSFRYQGLAFSVFFVCVAFTSNIICLLFIPIQWLFFAASTYVWVQYVWHTERGVCLPTVSLWILFVYIEAAIRFKDLKNFHVDLCRPFAAHCIGYPVVTLGFGFKSYVSYKMRLRKQKEVQKENEFYMQLLQQALPPEQQMLQKQEKEAEEAAKGLPDMDSSILIHHNGGIPANKKLSTTLPEIEYREKGKEKDKDAKKHNLGINNNNILQPVDSKIQEIEYMENHINSKRLNN.... Result: 0 (no interaction). (5) The miRNA is hsa-miR-146b-5p with sequence UGAGAACUGAAUUCCAUAGGCUG. The protein sequence of the target gene is MEFPDLGKHCSEPTCKQLDFLPITCDACKQDFCKDHFSYVGHKCPFAFKKDVQVPVCPLCNAPIPVKRGEIPDVVVGEHMDRDCTFHPGRNRNKVFTHRCSKEGCRKKEMLQLACAQCHGNFCIQHRHPLDHNCQAGSSSASRGRTSTSRAAEQKPSGVSWLAQRLRRTVK. Result: 0 (no interaction). (6) The miRNA is hsa-miR-548o-3p with sequence CCAAAACUGCAGUUACUUUUGC. The protein sequence of the target gene is MDDFISISLLSLAMLVGCYVAGIIPLAVNFSEERLKLVTVLGAGLLCGTALAVIVPEGVHALYEDILEGKHHQASETHNVIASDKAAEKSVVHEHEHSHDHTQLHAYIGVSLVLGFVFMLLVDQIGNSHVHSTDDPEAARSSNSKITTTLGLVVHAAADGVALGAAASTSQTSVQLIVFVAIMLHKAPAAFGLVSFLMHAGLERNRIRKHLLVFALAAPVMSMVTYLGLSKSSKEALSEVNATGVAMLFSAGTFLYVATVHVLPEVGGIGHSHKPDATGGRGLSRLEVAALVLGCLIPLI.... Result: 1 (interaction). (7) Result: 0 (no interaction). The miRNA is mmu-miR-145b with sequence GUCCAGUUUUCCCAGGAGACU. The protein sequence of the target gene is MRWLWPLAVSLVVVLTVGLSGVSGAATSSLGGHRAKVQEQQSRPRRGTKDEGPKEVQHYVPEEWAEYPKPIHPAGLQPTKTLEATSPNPDKDGATPGNGQELRVNLTGTPSQRLQIQNPLYPVTESSYSAYAIMLLALVVFAVGIVGNLSVMCIVWHSYYLKSAWNSILASLALWDFLVLFFCLPIVIFNEITKQRLLGDVSCRAVPFMEVSSLGVTTFSLCALGIDRFHVATSTLPKVRPIERCQSILAKLAVIWVGSMMLAVPELLLWQLAQEPAPTAGTVDSCIMKPSADLPESVYS....